Dataset: Full USPTO retrosynthesis dataset with 1.9M reactions from patents (1976-2016). Task: Predict the reactants needed to synthesize the given product. (1) Given the product [Br:8][C@H:9]([CH2:13][C:14]1[CH:19]=[CH:18][CH:17]=[CH:16][CH:15]=1)[C:10]([OH:12])=[O:11].[C:10]([OH:12])(=[O:11])[CH:9]=[CH:7][C:1]1[CH:6]=[CH:5][CH:4]=[CH:3][CH:2]=1, predict the reactants needed to synthesize it. The reactants are: [C:1]1([CH3:7])[CH:6]=[CH:5][CH:4]=[CH:3][CH:2]=1.[Br:8][C@H:9]([CH2:13][C:14]1[CH:19]=[CH:18][CH:17]=[CH:16][CH:15]=1)[C:10]([OH:12])=[O:11]. (2) The reactants are: [OH:1][C:2]1[CH:11]=[CH:10][C:5]([C:6]([O:8][CH3:9])=[O:7])=[CH:4][CH:3]=1.[CH3:12][N:13]([CH3:18])[CH2:14][CH2:15][CH2:16]O.C1(P(C2C=CC=CC=2)C2C=CC=CC=2)C=CC=CC=1.N(C(OC(C)C)=O)=NC(OC(C)C)=O. Given the product [CH3:12][N:13]([CH2:14][CH2:15][CH2:16][O:1][C:2]1[CH:3]=[CH:4][C:5]([C:6]([O:8][CH3:9])=[O:7])=[CH:10][CH:11]=1)[CH3:18], predict the reactants needed to synthesize it. (3) Given the product [Cl:32][CH2:1][CH2:2][CH:3]=[CH:4][CH:5]=[CH:6][CH2:7][CH2:8][CH2:9][CH2:10][CH2:11][CH2:12][CH2:13][CH2:14][CH3:15], predict the reactants needed to synthesize it. The reactants are: [CH2:1](O)[CH2:2][CH:3]=[CH:4][CH:5]=[CH:6][CH2:7][CH2:8][CH2:9][CH2:10][CH2:11][CH2:12][CH2:13][CH2:14][CH3:15].N1C=CC=CC=1.CN(C)C=O.CS([Cl:32])(=O)=O. (4) Given the product [O:37]1[CH2:42][CH2:41][CH2:40][CH2:39][CH:38]1[O:43][CH:44]1[CH2:50][N:49]([CH2:19][C:17]2[N:18]=[C:13]([NH:12][C:9]3[CH:10]=[CH:11][N:7]([CH2:6][O:5][CH2:4][CH2:3][Si:2]([CH3:22])([CH3:21])[CH3:1])[N:8]=3)[CH:14]=[N:15][CH:16]=2)[CH2:48][CH2:47][NH:46][CH2:45]1, predict the reactants needed to synthesize it. The reactants are: [CH3:1][Si:2]([CH3:22])([CH3:21])[CH2:3][CH2:4][O:5][CH2:6][N:7]1[CH:11]=[CH:10][C:9]([NH:12][C:13]2[N:18]=[C:17]([CH2:19]O)[CH:16]=[N:15][CH:14]=2)=[N:8]1.C(N(CC)C(C)C)(C)C.CS(Cl)(=O)=O.[O:37]1[CH2:42][CH2:41][CH2:40][CH2:39][CH:38]1[O:43][CH:44]1[CH2:50][NH:49][CH2:48][CH2:47][NH:46][CH2:45]1. (5) Given the product [S:7]([O:10][CH2:45][C:40]1[CH:41]=[CH:42][C:43]([CH3:44])=[C:38]([N:37]([C:35]2[CH:34]=[CH:33][N:32]=[C:31]([NH:30][C:20]3[CH:19]=[C:18]([N:15]4[CH2:14][CH2:13][O:12][CH2:17][CH2:16]4)[CH:23]=[C:22]([N:24]4[CH2:25][CH2:26][O:27][CH2:28][CH2:29]4)[CH:21]=3)[N:36]=2)[CH3:47])[CH:39]=1)([C:4]1[CH:3]=[CH:2][C:1]([CH3:11])=[CH:6][CH:5]=1)(=[O:8])=[O:9], predict the reactants needed to synthesize it. The reactants are: [C:1]1([CH3:11])[CH:6]=[CH:5][C:4]([S:7]([OH:10])(=[O:9])=[O:8])=[CH:3][CH:2]=1.[O:12]1[CH2:17][CH2:16][N:15]([C:18]2[CH:19]=[C:20]([NH:30][C:31]3[N:36]=[C:35]([N:37]([CH3:47])[C:38]4[CH:39]=[C:40]([CH2:45]O)[CH:41]=[CH:42][C:43]=4[CH3:44])[CH:34]=[CH:33][N:32]=3)[CH:21]=[C:22]([N:24]3[CH2:29][CH2:28][O:27][CH2:26][CH2:25]3)[CH:23]=2)[CH2:14][CH2:13]1.